Task: Predict the product of the given reaction.. Dataset: Forward reaction prediction with 1.9M reactions from USPTO patents (1976-2016) (1) The product is: [C:57]([O:61][C:62]([N:64]1[CH2:67][CH:66]([CH2:68][NH:69][C:26](=[O:27])[C:25]2[CH:29]=[CH:30][C:22]([NH:21][C:19]3[N:18]=[CH:17][C:8]4[N:9]([CH3:16])[C:10](=[O:15])[C:11]([F:13])([F:14])[CH2:12][N:6]([CH:1]5[CH2:5][CH2:4][CH2:3][CH2:2]5)[C:7]=4[N:20]=3)=[C:23]([O:31][CH3:32])[CH:24]=2)[CH2:65]1)=[O:63])([CH3:60])([CH3:59])[CH3:58]. Given the reactants [CH:1]1([N:6]2[CH2:12][C:11]([F:14])([F:13])[C:10](=[O:15])[N:9]([CH3:16])[C:8]3[CH:17]=[N:18][C:19]([NH:21][C:22]4[CH:30]=[CH:29][C:25]([C:26](O)=[O:27])=[CH:24][C:23]=4[O:31][CH3:32])=[N:20][C:7]2=3)[CH2:5][CH2:4][CH2:3][CH2:2]1.F[P-](F)(F)(F)(F)F.CN(C(N(C)C)=[N+]1C2C(=NC=CC=2)[N+]([O-])=N1)C.[C:57]([O:61][C:62]([N:64]1[CH2:67][CH:66]([CH2:68][NH2:69])[CH2:65]1)=[O:63])([CH3:60])([CH3:59])[CH3:58].[OH-].[Na+], predict the reaction product. (2) Given the reactants [CH2:1]([N:8]([C@H:16]1[C@@H:20]2[O:21][C:22]([CH3:25])([CH3:24])[O:23][C@@H:19]2[C@@H:18]([OH:26])[CH2:17]1)[CH2:9][C:10]1[CH:15]=[CH:14][CH:13]=[CH:12][CH:11]=1)[C:2]1[CH:7]=[CH:6][CH:5]=[CH:4][CH:3]=1.Br[CH2:28][C:29]([O:31][C:32]([CH3:35])([CH3:34])[CH3:33])=[O:30], predict the reaction product. The product is: [CH2:9]([N:8]([C@H:16]1[C@@H:20]2[O:21][C:22]([CH3:24])([CH3:25])[O:23][C@@H:19]2[C@@H:18]([O:26][CH2:28][C:29]([O:31][C:32]([CH3:35])([CH3:34])[CH3:33])=[O:30])[CH2:17]1)[CH2:1][C:2]1[CH:7]=[CH:6][CH:5]=[CH:4][CH:3]=1)[C:10]1[CH:15]=[CH:14][CH:13]=[CH:12][CH:11]=1.